Dataset: Blood-brain barrier permeability classification from the B3DB database. Task: Regression/Classification. Given a drug SMILES string, predict its absorption, distribution, metabolism, or excretion properties. Task type varies by dataset: regression for continuous measurements (e.g., permeability, clearance, half-life) or binary classification for categorical outcomes (e.g., BBB penetration, CYP inhibition). Dataset: b3db_classification. (1) The drug is COC1/C=C\OC2(C)Oc3c(C)c(O)c4c(O)c(c5c(nc6cc(C)ccn65)c4c3C2=O)NC(=O)/C(C)=C\C=C/C(C)C(O)C(C)C(O)C(C)C(OC(C)=O)C1C. The result is 0 (does not penetrate BBB). (2) The compound is CCC(C(C)O)n1ncn(-c2ccc(N3CCN(c4ccc(OCC5COC(Cn6cncn6)(c6ccc(F)cc6F)C5)cc4)CC3)cc2)c1=O. The result is 0 (does not penetrate BBB). (3) The drug is CC(C)(C)NC[C@H](O)COc1cccc2c1CCCC2=O. The result is 1 (penetrates BBB).